Dataset: Reaction yield outcomes from USPTO patents with 853,638 reactions. Task: Predict the reaction yield, written as a fraction of the theoretical maximum amount of product (1.0 means a 100% yield; for example, 0.34 means a 34% yield). (1) The reactants are [IH:1].[Br:2][C:3]1[CH:21]=[N:20][C:6]2[N:7]=[C:8]([N:14]3[CH2:17][CH:16]([NH:18][CH3:19])[CH2:15]3)[C:9]3[N:10]([CH:11]=[N:12][N:13]=3)[C:5]=2[CH:4]=1. The catalyst is C(O)C. The product is [IH:1].[Br:2][C:3]1[CH:21]=[N:20][C:6]2[N:7]=[C:8]([N:14]3[CH2:17][CH:16]([NH:18][CH3:19])[CH2:15]3)[C:9]3[N:10]([CH:11]=[N:12][N:13]=3)[C:5]=2[CH:4]=1. The yield is 0.870. (2) The product is [CH3:17][O:16][C:11]1[CH:10]=[C:9]([CH:14]=[C:13]([CH3:15])[CH:12]=1)[CH:8]=[O:2]. The catalyst is CCO. The yield is 0.770. The reactants are [N+](C(C)C)([O-])=[O:2].Br[CH2:8][C:9]1[CH:14]=[C:13]([CH3:15])[CH:12]=[C:11]([O:16][CH3:17])[CH:10]=1.CC[O-].[Na+].